Dataset: Catalyst prediction with 721,799 reactions and 888 catalyst types from USPTO. Task: Predict which catalyst facilitates the given reaction. Reactant: [CH3:1][O:2][C:3]1[C:21]([O:22][CH3:23])=[C:20]([O:24][CH3:25])[CH:19]=[CH:18][C:4]=1[C:5]([NH:7][CH2:8][CH2:9][N:10]1[CH:14]=[C:13]([C:15]([OH:17])=O)[N:12]=[N:11]1)=[O:6].C(N(C(C)C)C(C)C)C.C[NH3+].F[P-](F)(F)(F)(F)F.N1(OC(N(C)C)=[N+](C)C)C2N=CC=CC=2N=N1.F[P-](F)(F)(F)(F)F.Cl.[NH2:69][CH:70]([C:73]1[CH:81]=[CH:80][C:76]2[S:77][CH:78]=[CH:79][C:75]=2[CH:74]=1)[C:71]#[N:72]. Product: [S:77]1[CH:78]=[CH:79][C:75]2[CH:74]=[C:73]([CH:70]([NH:69][C:15]([C:13]3[N:12]=[N:11][N:10]([CH2:9][CH2:8][NH:7][C:5](=[O:6])[C:4]4[CH:18]=[CH:19][C:20]([O:24][CH3:25])=[C:21]([O:22][CH3:23])[C:3]=4[O:2][CH3:1])[CH:14]=3)=[O:17])[C:71]#[N:72])[CH:81]=[CH:80][C:76]1=2. The catalyst class is: 80.